Dataset: Full USPTO retrosynthesis dataset with 1.9M reactions from patents (1976-2016). Task: Predict the reactants needed to synthesize the given product. (1) Given the product [Br:1][C:2]1[CH:19]=[CH:18][C:5]2[N:6]=[C:7]([C:9]3[CH:10]=[C:11]([CH:12]=[CH:13][CH:14]=3)[NH2:15])[O:8][C:4]=2[CH:3]=1, predict the reactants needed to synthesize it. The reactants are: [Br:1][C:2]1[CH:19]=[CH:18][C:5]2[N:6]=[C:7]([C:9]3[CH:14]=[CH:13][CH:12]=[C:11]([N+:15]([O-])=O)[CH:10]=3)[O:8][C:4]=2[CH:3]=1.CO.[BH4-].[Na+].C(=O)(O)[O-].[Na+]. (2) Given the product [NH2:41][S:38]([C:32]1[CH:33]=[CH:34][C:35]([N:36]2[C:9]([CH2:8][C:4]3[CH:5]=[CH:6][CH:7]=[C:2]([CH3:1])[CH:3]=3)=[CH:11][C:16]([C:15]([O:22][CH2:23][CH3:24])=[O:21])=[N:37]2)=[C:30]([F:29])[CH:31]=1)(=[O:39])=[O:40], predict the reactants needed to synthesize it. The reactants are: [CH3:1][C:2]1[CH:3]=[C:4]([CH2:8][C:9]([CH3:11])=O)[CH:5]=[CH:6][CH:7]=1.C[O-].[Na+].[C:15]([O:22][CH2:23][CH3:24])(=[O:21])[C:16](OCC)=O.C(O)(=O)C.[F:29][C:30]1[CH:31]=[C:32]([S:38]([NH2:41])(=[O:40])=[O:39])[CH:33]=[CH:34][C:35]=1[NH:36][NH2:37]. (3) The reactants are: [CH:1](=O)[CH:2]([CH3:4])[CH3:3].[C:6]([O:10][C:11](=[O:14])[NH:12][NH2:13])([CH3:9])([CH3:8])[CH3:7]. Given the product [C:6]([O:10][C:11]([NH:12][N:13]=[CH:1][CH:2]([CH3:4])[CH3:3])=[O:14])([CH3:9])([CH3:8])[CH3:7], predict the reactants needed to synthesize it. (4) Given the product [CH2:1]([N:8]1[C:16]2[C:11](=[CH:12][C:13]([C:17]3[CH:22]=[CH:21][C:20]([O:23][C:24]([F:27])([F:25])[F:26])=[CH:19][CH:18]=3)=[CH:14][CH:15]=2)[C:10]([C:28](=[O:32])[C:29]([O:36][CH2:34][CH3:35])=[O:30])=[CH:9]1)[C:2]1[CH:3]=[CH:4][CH:5]=[CH:6][CH:7]=1, predict the reactants needed to synthesize it. The reactants are: [CH2:1]([N:8]1[C:16]2[C:11](=[CH:12][C:13]([C:17]3[CH:22]=[CH:21][C:20]([O:23][C:24]([F:27])([F:26])[F:25])=[CH:19][CH:18]=3)=[CH:14][CH:15]=2)[CH:10]=[CH:9]1)[C:2]1[CH:7]=[CH:6][CH:5]=[CH:4][CH:3]=1.[C:28](Cl)(=[O:32])[C:29](Cl)=[O:30].[CH2:34]([OH:36])[CH3:35].C(=O)(O)[O-].[Na+]. (5) Given the product [CH2:55]([N:54]([CH3:53])[C:18]([CH:15]1[CH2:14][CH2:13][N:12]([C:10]([C:2]2[NH:1][C:9]3[C:4]([CH:3]=2)=[CH:5][CH:6]=[CH:7][CH:8]=3)=[O:11])[CH2:17][CH2:16]1)=[O:20])[C:56]1[CH:61]=[CH:60][CH:59]=[CH:58][CH:57]=1, predict the reactants needed to synthesize it. The reactants are: [NH:1]1[C:9]2[C:4](=[CH:5][CH:6]=[CH:7][CH:8]=2)[CH:3]=[C:2]1[C:10]([N:12]1[CH2:17][CH2:16][CH:15]([C:18]([OH:20])=O)[CH2:14][CH2:13]1)=[O:11].Cl.C(N=C=NCCCN(C)C)C.O.N1(O)C2C=CC=CC=2N=N1.CCN(C(C)C)C(C)C.[CH3:53][NH:54][CH2:55][C:56]1[CH:61]=[CH:60][CH:59]=[CH:58][CH:57]=1. (6) Given the product [Br:40][CH2:19][C:16]1[CH:15]=[CH:14][C:13]([C:4]2[CH:5]=[CH:6][C:7]([O:8][C:9]([F:12])([F:11])[F:10])=[C:2]([F:1])[CH:3]=2)=[CH:18][N:17]=1, predict the reactants needed to synthesize it. The reactants are: [F:1][C:2]1[CH:3]=[C:4]([C:13]2[CH:14]=[CH:15][C:16]([CH2:19]O)=[N:17][CH:18]=2)[CH:5]=[CH:6][C:7]=1[O:8][C:9]([F:12])([F:11])[F:10].C1(P(C2C=CC=CC=2)C2C=CC=CC=2)C=CC=CC=1.[Br:40]N1C(=O)CCC1=O. (7) Given the product [CH3:34][C@H:17]1[CH2:16][NH:15][C@H:20]([CH3:21])[CH2:19][N:18]1[C:22]1[CH:29]=[CH:28][C:25]([C:26]#[N:27])=[C:24]([C:30]([F:33])([F:32])[F:31])[CH:23]=1, predict the reactants needed to synthesize it. The reactants are: ClC(OC(Cl)C)=O.C([N:15]1[C@H:20]([CH3:21])[CH2:19][N:18]([C:22]2[CH:29]=[CH:28][C:25]([C:26]#[N:27])=[C:24]([C:30]([F:33])([F:32])[F:31])[CH:23]=2)[C@@H:17]([CH3:34])[CH2:16]1)C1C=CC=CC=1.